Dataset: Merck oncology drug combination screen with 23,052 pairs across 39 cell lines. Task: Regression. Given two drug SMILES strings and cell line genomic features, predict the synergy score measuring deviation from expected non-interaction effect. Drug 1: C#Cc1cccc(Nc2ncnc3cc(OCCOC)c(OCCOC)cc23)c1. Drug 2: CCc1c2c(nc3ccc(O)cc13)-c1cc3c(c(=O)n1C2)COC(=O)C3(O)CC. Cell line: DLD1. Synergy scores: synergy=24.1.